This data is from Full USPTO retrosynthesis dataset with 1.9M reactions from patents (1976-2016). The task is: Predict the reactants needed to synthesize the given product. (1) Given the product [ClH:11].[CH3:3][N:4]1[CH:8]=[CH:7][N:6]=[C:5]1[C:9]([NH2:12])=[NH:10], predict the reactants needed to synthesize it. The reactants are: [H-].[Na+].[CH3:3][N:4]1[CH:8]=[CH:7][N:6]=[C:5]1[C:9]#[N:10].[Cl-:11].[NH4+:12]. (2) The reactants are: [N:1]1[CH:6]=[CH:5][CH:4]=[C:3]([CH2:7][OH:8])[CH:2]=1.[CH:9]1(C(O)=O)[CH2:14][CH2:13][CH2:12][CH2:11][CH2:10]1.C(C1C=CC(C=O)=CN=1)(C)(C)C. Given the product [CH:9]1([C:6]2[CH:5]=[CH:4][C:3]([CH:7]=[O:8])=[CH:2][N:1]=2)[CH2:14][CH2:13][CH2:12][CH2:11][CH2:10]1, predict the reactants needed to synthesize it. (3) Given the product [Br:1][C:14]1[S:13][C:12]([NH2:15])=[N:11][C:10]=1[C:8]1[CH:7]=[CH:6][N:5]=[C:4]([S:3][CH3:2])[N:9]=1, predict the reactants needed to synthesize it. The reactants are: [BrH:1].[CH3:2][S:3][C:4]1[N:9]=[C:8]([C:10]2[N:11]=[C:12]([NH2:15])[S:13][CH:14]=2)[CH:7]=[CH:6][N:5]=1.Br.C(O)(=O)C.BrBr. (4) Given the product [Cl:1][C:2]1[CH:3]=[C:4]([NH:17][C:18]2[C:27]3[C:22](=[CH:23][CH:24]=[C:25]([C:28]4[O:29][C:30]([CH2:33][NH:45][CH2:44][CH2:43][C:38]5[CH:37]=[C:36]([F:35])[CH:41]=[C:40]([OH:42])[CH:39]=5)=[CH:31][CH:32]=4)[CH:26]=3)[N:21]=[CH:20][N:19]=2)[CH:5]=[CH:6][C:7]=1[O:8][CH2:9][C:10]1[CH:15]=[CH:14][CH:13]=[C:12]([F:16])[CH:11]=1, predict the reactants needed to synthesize it. The reactants are: [Cl:1][C:2]1[CH:3]=[C:4]([NH:17][C:18]2[C:27]3[C:22](=[CH:23][CH:24]=[C:25]([C:28]4[O:29][C:30]([CH:33]=O)=[CH:31][CH:32]=4)[CH:26]=3)[N:21]=[CH:20][N:19]=2)[CH:5]=[CH:6][C:7]=1[O:8][CH2:9][C:10]1[CH:15]=[CH:14][CH:13]=[C:12]([F:16])[CH:11]=1.[F:35][C:36]1[CH:37]=[C:38]([CH2:43][CH2:44][NH2:45])[CH:39]=[C:40]([OH:42])[CH:41]=1.C(O[BH-](OC(=O)C)OC(=O)C)(=O)C.[Na+].C(=O)([O-])[O-].[Na+].[Na+]. (5) Given the product [CH2:1]([O:8][N:9]=[C:10]([Br:22])[CH:11]=[CH:12][S:13][C:14]1[CH:19]=[CH:18][CH:17]=[CH:16][CH:15]=1)[C:2]1[CH:7]=[CH:6][CH:5]=[CH:4][CH:3]=1, predict the reactants needed to synthesize it. The reactants are: [CH2:1]([O:8][NH:9][C:10](=O)[CH:11]=[CH:12][S:13][C:14]1[CH:19]=[CH:18][CH:17]=[CH:16][CH:15]=1)[C:2]1[CH:7]=[CH:6][CH:5]=[CH:4][CH:3]=1.C(Br)(Br)(Br)[Br:22].C1(P(C2C=CC=CC=2)C2C=CC=CC=2)C=CC=CC=1. (6) Given the product [C:2]1([N:20]([C:17]2[CH:18]=[CH:19][C:14]([O:13][CH3:12])=[CH:15][CH:16]=2)[CH3:21])[C:11]2[C:6](=[CH:7][CH:8]=[CH:9][CH:10]=2)[CH:5]=[CH:4][N:3]=1, predict the reactants needed to synthesize it. The reactants are: Cl[C:2]1[C:11]2[C:6](=[CH:7][CH:8]=[CH:9][CH:10]=2)[CH:5]=[CH:4][N:3]=1.[CH3:12][O:13][C:14]1[CH:19]=[CH:18][C:17]([NH:20][CH3:21])=[CH:16][CH:15]=1. (7) Given the product [NH2:8][N:9]1[CH2:14][C:13]([C:15]2[CH2:19][C:18]([CH3:20])([CH3:21])[O:17][N:16]=2)=[N:12][NH:11][C:10]1=[O:29], predict the reactants needed to synthesize it. The reactants are: C(OC([NH:8][N:9]1[CH2:14][C:13]([C:15]2[CH2:19][C:18]([CH3:21])([CH3:20])[O:17][N:16]=2)=[N:12][N:11](C(OC(C)(C)C)=O)[C:10]1=[O:29])=O)(C)(C)C.C(Cl)(=O)C.C[O-].[Na+]. (8) Given the product [Cl:1][C:2]1[C:7]([F:8])=[C:6]([OH:9])[CH:5]=[CH:4][C:3]=1[CH:11]([NH:22][C:23]1[CH:32]=[CH:31][CH:30]=[C:29]2[C:24]=1[CH:25]=[CH:26][C:27]([CH3:33])=[N:28]2)[C:12]([CH2:18][S:19][CH2:20][CH3:21])([C:14]([F:16])([F:15])[F:17])[OH:13], predict the reactants needed to synthesize it. The reactants are: [Cl:1][C:2]1[C:7]([F:8])=[C:6]([O:9]C)[CH:5]=[CH:4][C:3]=1[CH:11]([NH:22][C:23]1[CH:32]=[CH:31][CH:30]=[C:29]2[C:24]=1[CH:25]=[CH:26][C:27]([CH3:33])=[N:28]2)[C:12]([CH2:18][S:19][CH2:20][CH3:21])([C:14]([F:17])([F:16])[F:15])[OH:13].B(Br)(Br)Br. (9) Given the product [CH2:1]([O:3][C:4](=[O:38])[CH:5]([C:10]1[CH:11]=[C:12]([C:28]2[CH:29]=[CH:30][C:31]([C:34]([F:35])([F:36])[F:37])=[CH:32][CH:33]=2)[CH:13]=[C:14]([CH:16]2[CH2:17][CH2:18][N:19]([CH2:22][CH2:23][CH2:24][CH:25]([CH3:27])[CH3:26])[CH2:20][CH2:21]2)[CH:15]=1)[CH2:6][CH:7]([CH3:9])[CH3:8])[CH3:2], predict the reactants needed to synthesize it. The reactants are: [CH2:1]([O:3][C:4](=[O:38])[CH:5]([C:10]1[CH:11]=[C:12]([C:28]2[CH:33]=[CH:32][C:31]([C:34]([F:37])([F:36])[F:35])=[CH:30][CH:29]=2)[CH:13]=[C:14]([CH:16]2[CH2:21][CH2:20][N:19]([CH2:22][CH:23]=[CH:24][CH:25]([CH3:27])[CH3:26])[CH2:18][CH2:17]2)[CH:15]=1)[CH2:6][CH:7]([CH3:9])[CH3:8])[CH3:2]. (10) Given the product [ClH:43].[NH2:8][C@H:9]([C@@H:31]([OH:42])[CH2:32][C@H:33]([C:35](=[O:41])[NH:36][CH2:37][CH2:38][CH2:39][CH3:40])[CH3:34])[CH2:10][C@@H:11]([CH:28]([CH3:30])[CH3:29])[CH2:12][NH:13][C:14](=[O:27])[C:15]1[CH:20]=[CH:19][CH:18]=[CH:17][C:16]=1[O:21][CH2:22][CH2:23][CH2:24][O:25][CH3:26], predict the reactants needed to synthesize it. The reactants are: C(OC([NH:8][C@H:9]([C@@H:31]([OH:42])[CH2:32][C@H:33]([C:35](=[O:41])[NH:36][CH2:37][CH2:38][CH2:39][CH3:40])[CH3:34])[CH2:10][C@@H:11]([CH:28]([CH3:30])[CH3:29])[CH2:12][NH:13][C:14](=[O:27])[C:15]1[CH:20]=[CH:19][CH:18]=[CH:17][C:16]=1[O:21][CH2:22][CH2:23][CH2:24][O:25][CH3:26])=O)(C)(C)C.[ClH:43].